From a dataset of Ames mutagenicity test results for genotoxicity prediction. Regression/Classification. Given a drug SMILES string, predict its toxicity properties. Task type varies by dataset: regression for continuous values (e.g., LD50, hERG inhibition percentage) or binary classification for toxic/non-toxic outcomes (e.g., AMES mutagenicity, cardiotoxicity, hepatotoxicity). Dataset: ames. The compound is CCn1c(N)nc2c3cccnc3cc(C)c21. The result is 1 (mutagenic).